This data is from Full USPTO retrosynthesis dataset with 1.9M reactions from patents (1976-2016). The task is: Predict the reactants needed to synthesize the given product. (1) Given the product [CH2:27]([O:29][CH:30]([O:33][CH2:34][CH3:35])[C:31]1[N:3]=[N:2][N:1]([CH2:4][S:5]([N:8]2[CH2:13][CH2:12][O:11][CH2:10][CH2:9]2)(=[O:7])=[O:6])[CH:32]=1)[CH3:28], predict the reactants needed to synthesize it. The reactants are: [N:1]([CH2:4][S:5]([N:8]1[CH2:13][CH2:12][O:11][CH2:10][CH2:9]1)(=[O:7])=[O:6])=[N+:2]=[N-:3].O=C1O[C@H]([C@H](CO)O)C([O-])=C1O.[Na+].[CH2:27]([O:29][CH:30]([O:33][CH2:34][CH3:35])[C:31]#[CH:32])[CH3:28].C(O)(C)(C)C. (2) The reactants are: [C:1]([NH:5][C:6]([C:8]1[C:16]2[C:11](=[N:12][CH:13]=[C:14]([C:17]3[CH:22]=[CH:21][CH:20]=[C:19]([NH:23][C:24](=[O:31])[CH:25]=[CH:26][CH2:27][N:28]([CH3:30])[CH3:29])[CH:18]=3)[N:15]=2)[N:10](COCC[Si](C)(C)C)[CH:9]=1)=[O:7])([CH3:4])([CH3:3])[CH3:2].C(O)(C(F)(F)F)=O. Given the product [C:1]([NH:5][C:6]([C:8]1[C:16]2[C:11](=[N:12][CH:13]=[C:14]([C:17]3[CH:22]=[CH:21][CH:20]=[C:19]([NH:23][C:24](=[O:31])[CH:25]=[CH:26][CH2:27][N:28]([CH3:30])[CH3:29])[CH:18]=3)[N:15]=2)[NH:10][CH:9]=1)=[O:7])([CH3:4])([CH3:3])[CH3:2], predict the reactants needed to synthesize it. (3) Given the product [C:11]([O:9][C:7](=[O:8])[CH2:6][CH2:5][CH2:4][CH2:3][CH2:2][I:25])([CH3:12])([CH3:10])[CH3:13], predict the reactants needed to synthesize it. The reactants are: Br[CH2:2][CH2:3][CH2:4][CH2:5][CH2:6][C:7]([OH:9])=[O:8].[CH3:10][C:11](=[CH2:13])[CH3:12].OS(O)(=O)=O.C([O-])(O)=O.[Na+].[Na+].[I-:25].